From a dataset of Catalyst prediction with 721,799 reactions and 888 catalyst types from USPTO. Predict which catalyst facilitates the given reaction. (1) Reactant: [CH2:1]([C:3]1[C:11]([CH3:12])=[C:10]2[C:6]([C:7](=[O:13])[O:8][CH2:9]2)=[C:5]([O:14]CC[Si](C)(C)C)[C:4]=1[CH2:21][CH2:22][NH:23][CH2:24][CH2:25][P:26](=[O:29])([OH:28])[OH:27])[CH3:2].FC(F)(F)C(O)=O. Product: [CH2:1]([C:3]1[C:11]([CH3:12])=[C:10]2[C:6]([C:7](=[O:13])[O:8][CH2:9]2)=[C:5]([OH:14])[C:4]=1[CH2:21][CH2:22][NH:23][CH2:24][CH2:25][P:26](=[O:27])([OH:29])[OH:28])[CH3:2]. The catalyst class is: 4. (2) Reactant: [CH3:1][O:2][C:3](=[O:19])[C:4]1[C:9]([F:10])=[CH:8][CH:7]=[C:6]([NH2:11])[C:5]=1[NH:12][C:13]1[CH:18]=[CH:17][CH:16]=[CH:15][CH:14]=1.[CH3:20][C@H:21]([NH:25]C(OC(C)(C)C)=O)[C:22](O)=O.C1C=NC2N(O)N=NC=2C=1.CCN=C=NCCCN(C)C.[ClH:54]. Product: [ClH:54].[ClH:54].[CH3:1][O:2][C:3]([C:4]1[C:5]2[N:12]([C:13]3[CH:14]=[CH:15][CH:16]=[CH:17][CH:18]=3)[C:20]([C@@H:21]([NH2:25])[CH3:22])=[N:11][C:6]=2[CH:7]=[CH:8][C:9]=1[F:10])=[O:19]. The catalyst class is: 34. (3) Reactant: [C:1]([C:4]1[C:16]([O:17]C)=[CH:15][C:14]2[N:13]([CH2:19][CH2:20][CH2:21][N:22]([CH3:24])[CH3:23])[C:12]3[CH:11]=[CH:10][C:9]4[C:25](=[O:28])[CH2:26][CH2:27][C:8]=4[C:7]=3[C:6]=2[CH:5]=1)(=[O:3])[CH3:2].Cl.N1C=CC=CC=1.C([O-])([O-])=O.[K+].[K+]. Product: [C:1]([C:4]1[C:16]([OH:17])=[CH:15][C:14]2[N:13]([CH2:19][CH2:20][CH2:21][N:22]([CH3:23])[CH3:24])[C:12]3[CH:11]=[CH:10][C:9]4[C:25](=[O:28])[CH2:26][CH2:27][C:8]=4[C:7]=3[C:6]=2[CH:5]=1)(=[O:3])[CH3:2]. The catalyst class is: 37.